The task is: Predict the reactants needed to synthesize the given product.. This data is from Full USPTO retrosynthesis dataset with 1.9M reactions from patents (1976-2016). (1) The reactants are: [CH2:1]([N:8]1[CH2:13][C:12](=[O:14])[NH:11][C:10]2[CH:15]=[C:16]([CH2:19]O)[CH:17]=[N:18][C:9]1=2)[C:2]1[CH:7]=[CH:6][CH:5]=[CH:4][CH:3]=1.[I-].C(C[P+](C)(C)C)#N.C(N(C(C)C)C(C)C)C.Cl.[Cl:39][C:40]1[CH:45]=[CH:44][C:43]([N:46]2[CH2:51][CH2:50][NH:49][CH2:48][CH2:47]2)=[CH:42][CH:41]=1. Given the product [CH2:1]([N:8]1[CH2:13][C:12](=[O:14])[NH:11][C:10]2[CH:15]=[C:16]([CH2:19][N:49]3[CH2:48][CH2:47][N:46]([C:43]4[CH:42]=[CH:41][C:40]([Cl:39])=[CH:45][CH:44]=4)[CH2:51][CH2:50]3)[CH:17]=[N:18][C:9]1=2)[C:2]1[CH:7]=[CH:6][CH:5]=[CH:4][CH:3]=1, predict the reactants needed to synthesize it. (2) Given the product [CH2:1]([NH:4][C:5]1[N:6]=[C:7]([N:28]2[CH2:33][CH2:32][CH:31]([OH:34])[CH2:30][CH2:29]2)[C:8]2[CH:13]=[CH:12][N:11]([CH3:14])[C:9]=2[N:10]=1)[CH2:2][CH3:3], predict the reactants needed to synthesize it. The reactants are: [CH2:1]([NH:4][C:5]1[N:6]=[C:7](Cl)[C:8]2[CH:13]=[CH:12][N:11]([CH3:14])[C:9]=2[N:10]=1)[CH2:2][CH3:3].C(O)CCC.C(=O)([O-])[O-].[K+].[K+].Cl.[NH:28]1[CH2:33][CH2:32][CH:31]([OH:34])[CH2:30][CH2:29]1. (3) The reactants are: Cl.[CH3:2][O:3][C:4](=[O:9])[CH:5]([CH2:7][OH:8])[NH2:6].CCN(CC)CC.[CH3:17][O:18][C:19]1[CH:24]=[CH:23][C:22]([S:25](Cl)(=[O:27])=[O:26])=[CH:21][CH:20]=1. Given the product [OH:8][CH2:7][CH:5]([NH:6][S:25]([C:22]1[CH:21]=[CH:20][C:19]([O:18][CH3:17])=[CH:24][CH:23]=1)(=[O:27])=[O:26])[C:4]([O:3][CH3:2])=[O:9], predict the reactants needed to synthesize it. (4) Given the product [S:1]1[CH:5]=[CH:4][C:3]([C:6]2[S:7][C:8]([CH:11]([CH3:14])[CH2:12][NH:13][S:25]([CH:22]([CH3:24])[CH3:23])(=[O:27])=[O:26])=[CH:9][CH:10]=2)=[CH:2]1, predict the reactants needed to synthesize it. The reactants are: [S:1]1[CH:5]=[CH:4][C:3]([C:6]2[S:7][C:8]([CH:11]([CH3:14])[CH2:12][NH2:13])=[CH:9][CH:10]=2)=[CH:2]1.C(N(CC)CC)C.[CH:22]([S:25](Cl)(=[O:27])=[O:26])([CH3:24])[CH3:23]. (5) Given the product [CH3:1][O:2][CH2:3][CH:4]([NH2:25])[C:5]([NH:7][C:8]1[CH:9]=[CH:10][C:11]2[N:12]([CH:22]([CH3:23])[CH3:24])[C:13]3[C:18]([C:19]=2[C:20]=1[CH3:21])=[CH:17][CH:16]=[CH:15][CH:14]=3)=[O:6], predict the reactants needed to synthesize it. The reactants are: [CH3:1][O:2][CH2:3][CH:4]([NH:25]C(OC(C)(C)C)=O)[C:5]([NH:7][C:8]1[CH:9]=[CH:10][C:11]2[N:12]([CH:22]([CH3:24])[CH3:23])[C:13]3[C:18]([C:19]=2[C:20]=1[CH3:21])=[CH:17][CH:16]=[CH:15][CH:14]=3)=[O:6].FC(F)(F)C(O)=O.O.C(=O)([O-])[O-].[K+].[K+]. (6) Given the product [Br:1][C:2]1[C:10]2[N:9]([CH2:11][CH3:12])[CH:8]=[CH:7][C:6]=2[C:5]([C:13](=[NH:14])[NH:16][OH:17])=[CH:4][CH:3]=1, predict the reactants needed to synthesize it. The reactants are: [Br:1][C:2]1[C:10]2[N:9]([CH2:11][CH3:12])[CH:8]=[CH:7][C:6]=2[C:5]([C:13]#[N:14])=[CH:4][CH:3]=1.Cl.[NH2:16][OH:17].C(=O)(O)[O-].[Na+]. (7) Given the product [NH2:31][C:27]1[CH:28]=[CH:29][CH:30]=[C:2]([Cl:1])[C:3]=1[C:4]([NH:6][C:7]1[CH:12]=[C:11]([S:13]([N:16]2[C:25]3[C:20](=[CH:21][CH:22]=[CH:23][CH:24]=3)[CH2:19][CH2:18][CH2:17]2)(=[O:15])=[O:14])[CH:10]=[CH:9][C:8]=1[Cl:26])=[O:5], predict the reactants needed to synthesize it. The reactants are: [Cl:1][C:2]1[CH:30]=[CH:29][CH:28]=[C:27]([N+:31]([O-])=O)[C:3]=1[C:4]([NH:6][C:7]1[CH:12]=[C:11]([S:13]([N:16]2[C:25]3[C:20](=[CH:21][CH:22]=[CH:23][CH:24]=3)[CH2:19][CH2:18][CH2:17]2)(=[O:15])=[O:14])[CH:10]=[CH:9][C:8]=1[Cl:26])=[O:5].CO.C1COCC1.[BH4-].[Na+]. (8) Given the product [CH3:18][O:19][CH2:20][C:21]([N:24]([CH3:25])[C:15]([C:7]1[CH:6]=[N:5][C:4]([CH:1]2[CH2:2][CH2:3]2)=[C:9]([O:10][CH2:11][CH:12]2[CH2:13][CH2:14]2)[N:8]=1)=[O:17])([CH3:23])[CH3:22], predict the reactants needed to synthesize it. The reactants are: [CH:1]1([C:4]2[N:5]=[CH:6][C:7]([C:15]([OH:17])=O)=[N:8][C:9]=2[O:10][CH2:11][CH:12]2[CH2:14][CH2:13]2)[CH2:3][CH2:2]1.[CH3:18][O:19][CH2:20][C:21]([NH:24][CH3:25])([CH3:23])[CH3:22].